From a dataset of CYP2D6 inhibition data for predicting drug metabolism from PubChem BioAssay. Regression/Classification. Given a drug SMILES string, predict its absorption, distribution, metabolism, or excretion properties. Task type varies by dataset: regression for continuous measurements (e.g., permeability, clearance, half-life) or binary classification for categorical outcomes (e.g., BBB penetration, CYP inhibition). Dataset: cyp2d6_veith. The compound is COc1ccc2nc(N3C(=O)CC(Cc4ccc(Cl)cc4)C3=O)sc2c1. The result is 0 (non-inhibitor).